From a dataset of Forward reaction prediction with 1.9M reactions from USPTO patents (1976-2016). Predict the product of the given reaction. (1) Given the reactants [C:1]1(=[O:10])[CH:5]2[CH2:6][CH2:7][CH2:8][CH:4]2[C:3](=[O:9])[O:2]1.O1CCCC1.[Br-].[S:17]1[CH:21]=[CH:20][N:19]=[C:18]1[Zn+], predict the reaction product. The product is: [S:17]1[CH:21]=[CH:20][N:19]=[C:18]1[C:1]([C@@H:5]1[CH2:6][CH2:7][CH2:8][C@H:4]1[C:3]([OH:2])=[O:9])=[O:10]. (2) Given the reactants [CH3:1][NH:2][CH:3]([CH2:5]/[CH:6]=[CH:7]/[C:8]1[CH:9]=[N:10][CH:11]=[CH:12][CH:13]=1)[CH3:4].[O:14]=[C:15]([OH:27])[C@@H:16]([C@H:18]([C@H:20]([C@@H:22]([C:24]([OH:26])=[O:25])[OH:23])[OH:21])[OH:19])[OH:17].O, predict the reaction product. The product is: [O:14]=[C:15]([OH:27])[C@@H:16]([C@H:18]([C@H:20]([C@@H:22]([C:24]([OH:26])=[O:25])[OH:23])[OH:21])[OH:19])[OH:17].[CH3:1][NH:2][CH:3]([CH2:5]/[CH:6]=[CH:7]/[C:8]1[CH:9]=[N:10][CH:11]=[CH:12][CH:13]=1)[CH3:4].[CH3:1][NH:2][CH:3]([CH2:5]/[CH:6]=[CH:7]/[C:8]1[CH:9]=[N:10][CH:11]=[CH:12][CH:13]=1)[CH3:4]. (3) Given the reactants [Br:1][C:2]1[CH:7]=[CH:6][C:5]([CH:8]([C:19]2[CH:24]=[CH:23][C:22]([F:25])=[CH:21][C:20]=2[CH3:26])[CH2:9][C:10]([C:12]2[CH:17]=[CH:16][N:15]=[C:14]([CH3:18])[CH:13]=2)=O)=[CH:4][CH:3]=1.Cl.[NH2:28][OH:29].C([O-])(O)=O.[Na+], predict the reaction product. The product is: [Br:1][C:2]1[CH:7]=[CH:6][C:5]([CH:8]([C:19]2[CH:24]=[CH:23][C:22]([F:25])=[CH:21][C:20]=2[CH3:26])[CH2:9]/[C:10](/[C:12]2[CH:17]=[CH:16][N:15]=[C:14]([CH3:18])[CH:13]=2)=[N:28]\[OH:29])=[CH:4][CH:3]=1. (4) The product is: [OH:9][CH:8]([CH2:7][CH2:6][NH:5][C:3](=[O:4])[C:2]([F:10])([F:11])[F:1])[CH2:16][C:15]([O:17][CH:18]([CH3:20])[CH3:19])=[O:14]. Given the reactants [F:1][C:2]([F:11])([F:10])[C:3]([NH:5][CH2:6][CH2:7][CH:8]=[O:9])=[O:4].C[Si](C)(C)[O:14][C:15]([O:17][CH:18]([CH3:20])[CH3:19])=[CH2:16], predict the reaction product.